From a dataset of Forward reaction prediction with 1.9M reactions from USPTO patents (1976-2016). Predict the product of the given reaction. (1) Given the reactants Br[C:2]1[CH:3]=[CH:4][C:5]([O:8][CH:9]2[CH2:12][N:11]([CH2:13][C:14]3[CH:19]=[CH:18][C:17]([O:20][C:21]4[CH:26]=[CH:25][CH:24]=[CH:23][CH:22]=4)=[CH:16][CH:15]=3)[CH2:10]2)=[N:6][CH:7]=1.[C:27]([C:29]1[CH:30]=[C:31](B(O)O)[CH:32]=[CH:33][CH:34]=1)#[N:28].C([O-])([O-])=O.[Na+].[Na+].COCCOC, predict the reaction product. The product is: [O:20]([C:17]1[CH:18]=[CH:19][C:14]([CH2:13][N:11]2[CH2:12][CH:9]([O:8][C:5]3[N:6]=[CH:7][C:2]([C:33]4[CH:34]=[C:29]([CH:30]=[CH:31][CH:32]=4)[C:27]#[N:28])=[CH:3][CH:4]=3)[CH2:10]2)=[CH:15][CH:16]=1)[C:21]1[CH:26]=[CH:25][CH:24]=[CH:23][CH:22]=1. (2) Given the reactants [Cl:1][C:2]1[N:3]=[C:4]2[CH:12]=[C:11]([C:13]([F:16])([F:15])[F:14])[CH:10]=[N:9][C:5]2=[N:6][C:7]=1Cl.[CH3:17][N:18]1[CH2:23][CH2:22][NH:21][CH2:20][CH2:19]1.[NH4+].[Cl-], predict the reaction product. The product is: [Cl:1][C:2]1[N:3]=[C:4]2[CH:12]=[C:11]([C:13]([F:16])([F:15])[F:14])[CH:10]=[N:9][C:5]2=[N:6][C:7]=1[N:21]1[CH2:22][CH2:23][N:18]([CH3:17])[CH2:19][CH2:20]1. (3) Given the reactants [CH3:1][C:2]1([CH3:19])[CH2:5][CH:4]([C:6]([C:8]2[CH:18]=[CH:17][C:11]([C:12]([O:14]CC)=[O:13])=[CH:10][CH:9]=2)=[O:7])[CH2:3]1.O1CCCC1.[OH-].[Na+], predict the reaction product. The product is: [CH3:1][C:2]1([CH3:19])[CH2:3][CH:4]([C:6]([C:8]2[CH:9]=[CH:10][C:11]([C:12]([OH:14])=[O:13])=[CH:17][CH:18]=2)=[O:7])[CH2:5]1. (4) Given the reactants [C:1]([O:5][C:6]([NH:8][C@@H:9]1[CH2:11][C@H:10]1[C:12]1[CH:13]=[C:14]([CH:18]=[CH:19][CH:20]=1)[C:15]([OH:17])=O)=[O:7])([CH3:4])([CH3:3])[CH3:2].F[P-](F)(F)(F)(F)F.N1(OC(N(C)C)=[N+](C)C)C2N=CC=CC=2N=N1.[CH2:45]([NH2:52])[C:46]1[CH:51]=[CH:50][CH:49]=[CH:48][CH:47]=1.C(N(CC)CC)C, predict the reaction product. The product is: [CH2:45]([NH:52][C:15]([C:14]1[CH:13]=[C:12]([C@@H:10]2[CH2:11][C@H:9]2[NH:8][C:6](=[O:7])[O:5][C:1]([CH3:2])([CH3:3])[CH3:4])[CH:20]=[CH:19][CH:18]=1)=[O:17])[C:46]1[CH:51]=[CH:50][CH:49]=[CH:48][CH:47]=1. (5) Given the reactants [Cl:1][C:2]1[CH:3]=[CH:4][C:5]2[O:9][C:8](/[C:10](/[C:17]3[CH:22]=[CH:21][CH:20]=[CH:19][CH:18]=3)=[CH:11]\[C:12]([O:14]CC)=[O:13])=[CH:7][C:6]=2[CH:23]=1.ClC1C=CC2OC(/C(/C3C=CC=CC=3)=C/C(OCC)=O)=CC=2C=1.ClC1C=CC2OC(/C(/C3C=CC=CC=3)=C\C(O)=O)=CC=2C=1, predict the reaction product. The product is: [Cl:1][C:2]1[CH:3]=[CH:4][C:5]2[O:9][C:8](/[C:10](/[C:17]3[CH:22]=[CH:21][CH:20]=[CH:19][CH:18]=3)=[CH:11]/[C:12]([OH:14])=[O:13])=[CH:7][C:6]=2[CH:23]=1. (6) Given the reactants [C:1]([C:5]1[CH:25]=[CH:24][C:8]([C:9]([NH:11][S:12]([C:15]2[CH:20]=[CH:19][CH:18]=[C:17]([N+:21]([O-])=O)[CH:16]=2)(=[O:14])=[O:13])=[O:10])=[C:7]([Cl:26])[N:6]=1)([CH3:4])([CH3:3])[CH3:2], predict the reaction product. The product is: [NH2:21][C:17]1[CH:16]=[C:15]([S:12]([NH:11][C:9]([C:8]2[C:7]([Cl:26])=[N:6][C:5]([C:1]([CH3:3])([CH3:2])[CH3:4])=[CH:25][CH:24]=2)=[O:10])(=[O:14])=[O:13])[CH:20]=[CH:19][CH:18]=1.